Dataset: CYP2D6 inhibition data for predicting drug metabolism from PubChem BioAssay. Task: Regression/Classification. Given a drug SMILES string, predict its absorption, distribution, metabolism, or excretion properties. Task type varies by dataset: regression for continuous measurements (e.g., permeability, clearance, half-life) or binary classification for categorical outcomes (e.g., BBB penetration, CYP inhibition). Dataset: cyp2d6_veith. The drug is CC(C)CO/N=C1/C[C@@H](O)[C@@H](O)[C@@H]2[C@@H]3C(=O)N(C(C)(C)C)C(=O)[C@H]3CC[C@@H]12. The result is 0 (non-inhibitor).